From a dataset of Full USPTO retrosynthesis dataset with 1.9M reactions from patents (1976-2016). Predict the reactants needed to synthesize the given product. (1) Given the product [Cl:1][C:2]1[CH:3]=[C:4]([S:8]([NH:11][C:12]2[CH:20]=[CH:19][C:15]([C:16]([O:18][CH2:32][CH2:33][N:29]3[CH:22]=[CH:36][CH:35]=[CH:30]3)=[O:17])=[C:14]([OH:21])[CH:13]=2)(=[O:9])=[O:10])[S:5][C:6]=1[Cl:7], predict the reactants needed to synthesize it. The reactants are: [Cl:1][C:2]1[CH:3]=[C:4]([S:8]([NH:11][C:12]2[CH:20]=[CH:19][C:15]([C:16]([OH:18])=[O:17])=[C:14]([OH:21])[CH:13]=2)(=[O:10])=[O:9])[S:5][C:6]=1[Cl:7].[C:22]([N:29]1[CH:33]=[CH:32]N=[CH:30]1)(N1C=CN=C1)=O.N1C=CC=[CH:36][CH:35]=1.OCCC1NC=CC=1. (2) Given the product [Cl:1][C:2]1[CH:26]=[CH:25][C:5]([CH2:6][N:7]2[C:15]3[C:10](=[CH:11][C:12]([CH:16]=[C:17]4[S:21][C:20]([NH:38][CH2:37][C:35]5[CH:36]=[N:31][CH:32]=[N:33][CH:34]=5)=[N:19][C:18]4=[O:24])=[CH:13][CH:14]=3)[CH:9]=[N:8]2)=[C:4]([C:27]([F:28])([F:30])[F:29])[CH:3]=1, predict the reactants needed to synthesize it. The reactants are: [Cl:1][C:2]1[CH:26]=[CH:25][C:5]([CH2:6][N:7]2[C:15]3[C:10](=[CH:11][C:12]([CH:16]=[C:17]4[S:21][CH:20](SC)[NH:19][C:18]4=[O:24])=[CH:13][CH:14]=3)[CH:9]=[N:8]2)=[C:4]([C:27]([F:30])([F:29])[F:28])[CH:3]=1.[N:31]1[CH:36]=[C:35]([CH2:37][NH2:38])[CH:34]=[N:33][CH:32]=1. (3) Given the product [CH3:17][O:16][C:18]1[CH:23]=[CH:22][C:21]([CH2:24][CH2:25][OH:26])=[CH:20][C:19]=1[CH2:27][CH2:28][CH2:29][CH2:30][CH3:31], predict the reactants needed to synthesize it. The reactants are: CC1C=CC(CCO)=CC=1CCCCC.[O:16]([C:18]1[CH:23]=[CH:22][C:21]([CH2:24][CH2:25][OH:26])=[CH:20][C:19]=1[CH:27]=[CH:28][CH2:29][CH2:30][CH3:31])[CH3:17].CC1C=CC(CCO)=CC=1C=CCCC.